This data is from Catalyst prediction with 721,799 reactions and 888 catalyst types from USPTO. The task is: Predict which catalyst facilitates the given reaction. (1) Reactant: [Cl-].[Al+3].[Cl-].[Cl-].[Br:5][CH2:6][C:7](Br)=[O:8].[Cl:10][C:11]1[CH:12]=[C:13]([CH:23]=[CH:24][CH:25]=1)[O:14][C:15]([CH3:22])([CH3:21])[C:16]([O:18][CH2:19][CH3:20])=[O:17]. Product: [Br:5][CH2:6][C:7]([C:25]1[CH:24]=[CH:23][C:13]([O:14][C:15]([CH3:21])([CH3:22])[C:16]([O:18][CH2:19][CH3:20])=[O:17])=[CH:12][C:11]=1[Cl:10])=[O:8]. The catalyst class is: 26. (2) Reactant: [CH2:1]([N:5]1[CH:10]=[CH:9][C:8]([CH3:12])([CH3:11])[CH2:7][CH2:6]1)[CH:2]([CH3:4])[CH3:3].C(N(CC)CC)C.[CH3:20][O:21][C:22]1[CH:30]=[C:29]([O:31][CH3:32])[CH:28]=[CH:27][C:23]=1[C:24](Cl)=[O:25]. Product: [CH3:20][O:21][C:22]1[CH:30]=[C:29]([O:31][CH3:32])[CH:28]=[CH:27][C:23]=1[C:24]([C:9]1[C:8]([CH3:12])([CH3:11])[CH2:7][CH2:6][N:5]([CH2:1][CH:2]([CH3:4])[CH3:3])[CH:10]=1)=[O:25]. The catalyst class is: 2. (3) Reactant: C1(S([N:10]2[C:14]3=[N:15][CH:16]=[C:17]([NH:19][C:20]([C:22]4[CH:30]=[CH:29][CH:28]=[CH:27][C:23]=4[C:24]([OH:26])=[O:25])=[O:21])[CH:18]=[C:13]3[C:12]([C:31]3[S:35][CH:34]=[N:33][CH:32]=3)=[CH:11]2)(=O)=O)C=CC=CC=1.[OH-].[Na+].C(O)(=O)C. Product: [S:35]1[C:31]([C:12]2[C:13]3[C:14](=[N:15][CH:16]=[C:17]([NH:19][C:20]([C:22]4[CH:30]=[CH:29][CH:28]=[CH:27][C:23]=4[C:24]([OH:26])=[O:25])=[O:21])[CH:18]=3)[NH:10][CH:11]=2)=[CH:32][N:33]=[CH:34]1. The catalyst class is: 14. (4) Reactant: [C:1]([O:5][C:6]([N:8]1[CH2:11][CH:10]([C:12]([C:20]2[CH:21]=[C:22]3[C:27](=[CH:28][CH:29]=2)[N:26]=[C:25]([O:30][CH3:31])[C:24]([CH2:32][C:33]2[CH:38]=[CH:37][C:36]([C:39]([F:42])([F:41])[F:40])=[CH:35][CH:34]=2)=[C:23]3[Cl:43])([OH:19])[C:13]#[C:14][Si](C)(C)C)[CH2:9]1)=[O:7])([CH3:4])([CH3:3])[CH3:2].[OH-].[K+]. The catalyst class is: 5. Product: [C:1]([O:5][C:6]([N:8]1[CH2:9][CH:10]([C:12]([C:20]2[CH:21]=[C:22]3[C:27](=[CH:28][CH:29]=2)[N:26]=[C:25]([O:30][CH3:31])[C:24]([CH2:32][C:33]2[CH:38]=[CH:37][C:36]([C:39]([F:42])([F:41])[F:40])=[CH:35][CH:34]=2)=[C:23]3[Cl:43])([OH:19])[C:13]#[CH:14])[CH2:11]1)=[O:7])([CH3:4])([CH3:2])[CH3:3].